From a dataset of NCI-60 drug combinations with 297,098 pairs across 59 cell lines. Regression. Given two drug SMILES strings and cell line genomic features, predict the synergy score measuring deviation from expected non-interaction effect. (1) Synergy scores: CSS=32.2, Synergy_ZIP=3.10, Synergy_Bliss=7.64, Synergy_Loewe=-0.813, Synergy_HSA=7.25. Cell line: MALME-3M. Drug 2: CC12CCC3C(C1CCC2OP(=O)(O)O)CCC4=C3C=CC(=C4)OC(=O)N(CCCl)CCCl.[Na+]. Drug 1: CC1=C2C(C(=O)C3(C(CC4C(C3C(C(C2(C)C)(CC1OC(=O)C(C(C5=CC=CC=C5)NC(=O)OC(C)(C)C)O)O)OC(=O)C6=CC=CC=C6)(CO4)OC(=O)C)O)C)O. (2) Drug 1: CCC1=CC2CC(C3=C(CN(C2)C1)C4=CC=CC=C4N3)(C5=C(C=C6C(=C5)C78CCN9C7C(C=CC9)(C(C(C8N6C)(C(=O)OC)O)OC(=O)C)CC)OC)C(=O)OC.C(C(C(=O)O)O)(C(=O)O)O. Drug 2: C1CCC(CC1)NC(=O)N(CCCl)N=O. Cell line: HT29. Synergy scores: CSS=48.2, Synergy_ZIP=-4.83, Synergy_Bliss=-8.01, Synergy_Loewe=-19.4, Synergy_HSA=-8.23.